This data is from Catalyst prediction with 721,799 reactions and 888 catalyst types from USPTO. The task is: Predict which catalyst facilitates the given reaction. (1) Reactant: C(Cl)(=O)[CH2:2][CH2:3][CH2:4][CH2:5][CH2:6][CH2:7][CH2:8][CH2:9][CH3:10].[N-]=[N+]=[N-].[Na+].[N-:17]=[N+]=[N-].C1(C)C=CC=CC=1.C[C:28](C)=[O:29]. Product: [CH2:2]([N:17]=[C:28]=[O:29])[CH2:3][CH2:4][CH2:5][CH2:6][CH2:7][CH2:8][CH2:9][CH3:10]. The catalyst class is: 6. (2) Reactant: [F:1][C:2]1[CH:20]=[CH:19][C:5]([O:6][CH2:7][C@@H:8]([O:11][Si:12]([C:15]([CH3:18])([CH3:17])[CH3:16])([CH3:14])[CH3:13])[C:9]#[CH:10])=[CH:4][CH:3]=1.[Br:21]N1C(=O)CCC1=O.C(=O)(O)[O-].[Na+]. Product: [F:1][C:2]1[CH:20]=[CH:19][C:5]([O:6][CH2:7][C@@H:8]([O:11][Si:12]([C:15]([CH3:17])([CH3:16])[CH3:18])([CH3:13])[CH3:14])/[CH:9]=[CH:10]/[Br:21])=[CH:4][CH:3]=1. The catalyst class is: 1. (3) Reactant: [CH3:1][N:2]([C:21]1[CH:26]=[CH:25][CH:24]=[CH:23][CH:22]=1)[C:3](=[O:20])[C@@H:4]([NH:12]C(=O)OC(C)(C)C)[CH2:5][C:6]1[CH:11]=[CH:10][CH:9]=[CH:8][CH:7]=1.C(O)(C(F)(F)F)=O. Product: [NH2:12][C@@H:4]([CH2:5][C:6]1[CH:11]=[CH:10][CH:9]=[CH:8][CH:7]=1)[C:3]([N:2]([CH3:1])[C:21]1[CH:26]=[CH:25][CH:24]=[CH:23][CH:22]=1)=[O:20]. The catalyst class is: 2. (4) Reactant: [CH3:1][C:2]1[CH:7]=[C:6]([CH3:8])[CH:5]=[C:4]([CH3:9])[C:3]=1[NH2:10].[Br:11][C:12]1[C:13]([Cl:19])=[N:14][C:15]([Cl:18])=[N:16][CH:17]=1. Product: [Br:11][C:12]1[C:13]([Cl:19])=[N:14][C:15]([NH:10][C:3]2[C:4]([CH3:9])=[CH:5][C:6]([CH3:8])=[CH:7][C:2]=2[CH3:1])=[N:16][CH:17]=1.[Br:11][C:12]1[C:13]([NH:10][C:3]2[C:4]([CH3:9])=[CH:5][C:6]([CH3:8])=[CH:7][C:2]=2[CH3:1])=[N:14][C:15]([Cl:18])=[N:16][CH:17]=1. The catalyst class is: 12.